Dataset: Forward reaction prediction with 1.9M reactions from USPTO patents (1976-2016). Task: Predict the product of the given reaction. (1) Given the reactants [C:1]([N:5]1[CH2:9][CH2:8][CH2:7][C@@H:6]1[CH2:10][O:11][C:12]1[CH:21]=[CH:20][CH:19]=[C:18]2[C:13]=1[C:14]([NH:22][C:23]1[CH:28]=[CH:27][C:26]([OH:29])=[C:25]([CH3:30])[CH:24]=1)=[N:15][CH:16]=[N:17]2)(=[O:4])[CH2:2][OH:3].[N:31]1[CH:36]=[CH:35][N:34]=[CH:33][C:32]=1[CH2:37]O, predict the reaction product. The product is: [CH3:30][C:25]1[CH:24]=[C:23]([NH:22][C:14]2[C:13]3[C:18](=[CH:19][CH:20]=[CH:21][C:12]=3[O:11][CH2:10][C@H:6]3[CH2:7][CH2:8][CH2:9][N:5]3[C:1](=[O:4])[CH2:2][OH:3])[N:17]=[CH:16][N:15]=2)[CH:28]=[CH:27][C:26]=1[O:29][CH2:37][C:32]1[CH:33]=[N:34][CH:35]=[CH:36][N:31]=1. (2) Given the reactants [N:1]1([C:7]([NH:9][CH2:10][CH2:11][NH:12]C(=O)OC(C)(C)C)=[O:8])[CH2:6][CH2:5][O:4][CH2:3][CH2:2]1.C(O)(C(F)(F)F)=O, predict the reaction product. The product is: [NH2:12][CH2:11][CH2:10][NH:9][C:7]([N:1]1[CH2:6][CH2:5][O:4][CH2:3][CH2:2]1)=[O:8]. (3) Given the reactants [F:1][C:2]1[CH:23]=[CH:22][C:5]([CH2:6][N:7]2[CH2:11][CH2:10][N:9]([C:12]3[CH:13]=[C:14]([CH:18]=[CH:19][N:20]=3)[C:15](O)=[O:16])[C:8]2=[O:21])=[CH:4][CH:3]=1.C(N(C(C)C)CC)(C)C.O.ON1C2C=CC=CC=2N=N1.Cl.CN(C)CCCN=C=NCC.[O:56]1[CH:60]=[C:59]([CH2:61][NH2:62])[N:58]=[CH:57]1, predict the reaction product. The product is: [F:1][C:2]1[CH:23]=[CH:22][C:5]([CH2:6][N:7]2[CH2:11][CH2:10][N:9]([C:12]3[CH:13]=[C:14]([CH:18]=[CH:19][N:20]=3)[C:15]([NH:62][CH2:61][C:59]3[N:58]=[CH:57][O:56][CH:60]=3)=[O:16])[C:8]2=[O:21])=[CH:4][CH:3]=1. (4) Given the reactants [C:1]1([C@@H:7]([NH:12][C:13]([O:15][C:16]([CH3:19])([CH3:18])[CH3:17])=[O:14])[CH2:8][C:9]([OH:11])=O)[CH:6]=[CH:5][CH:4]=[CH:3][CH:2]=1.CCN(C(C)C)C(C)C.Cl.[CH3:30][NH:31][O:32][CH3:33].CN(C(ON1N=NC2C=CC=NC1=2)=[N+](C)C)C.F[P-](F)(F)(F)(F)F, predict the reaction product. The product is: [CH3:4][CH2:3][CH2:2][CH:1]([CH3:7])[CH3:6].[CH3:30][N:31]([O:32][CH3:33])[C:9](=[O:11])[CH2:8][C@@H:7]([C:1]1[CH:2]=[CH:3][CH:4]=[CH:5][CH:6]=1)[NH:12][C:13]([O:15][C:16]([CH3:19])([CH3:18])[CH3:17])=[O:14].